This data is from Catalyst prediction with 721,799 reactions and 888 catalyst types from USPTO. The task is: Predict which catalyst facilitates the given reaction. (1) Reactant: C([O:3][C:4](=[O:21])[C:5]([S:12][C:13]1[CH:18]=[CH:17][C:16]([O:19][CH3:20])=[CH:15][CH:14]=1)([CH3:11])[CH2:6][CH:7]=[C:8]([CH3:10])[CH3:9])C. Product: [CH3:20][O:19][C:16]1[CH:15]=[CH:14][C:13]([S:12][C:5]([CH3:11])([CH:6]=[CH:7][CH:8]([CH3:9])[CH3:10])[C:4]([OH:21])=[O:3])=[CH:18][CH:17]=1. The catalyst class is: 273. (2) Reactant: [CH3:1][O:2][C:3]1[CH:8]=[CH:7][C:6]([N:9]2[C:13](=[O:14])[CH2:12][C:11](=[O:15])[NH:10]2)=[CH:5][CH:4]=1.[NH:16]1[C:26]2[C:21](=[CH:22][CH:23]=[CH:24][CH:25]=2)[C:19](=O)[C:17]1=[O:18].CC[O-].[Na+]. Product: [CH3:1][O:2][C:3]1[CH:4]=[CH:5][C:6]([N:9]2[C:13](=[O:14])[C:12](=[C:19]3[C:21]4[C:26](=[CH:25][CH:24]=[CH:23][CH:22]=4)[NH:16][C:17]3=[O:18])[C:11](=[O:15])[NH:10]2)=[CH:7][CH:8]=1. The catalyst class is: 14. (3) Reactant: [CH3:1][O:2][C:3]1[CH:8]=[C:7]([CH3:9])[C:6]([NH:10][C:11]([NH:13]/[N:14]=[CH:15]/[C:16]2[CH:21]=[CH:20][C:19]([C:22]3[N:26]=[CH:25][N:24]([C:27]4[CH:32]=[CH:31][C:30]([O:33][C:34]([F:37])([F:36])[F:35])=[CH:29][CH:28]=4)[N:23]=3)=[CH:18][CH:17]=2)=[S:12])=[C:5]([CH3:38])[CH:4]=1.Br[CH2:40][C:41](OC)=[O:42]. Product: [CH3:1][O:2][C:3]1[CH:8]=[C:7]([CH3:9])[C:6]([N:10]2[C:41](=[O:42])[CH2:40][S:12]/[C:11]/2=[N:13]/[N:14]=[CH:15]\[C:16]2[CH:17]=[CH:18][C:19]([C:22]3[N:26]=[CH:25][N:24]([C:27]4[CH:32]=[CH:31][C:30]([O:33][C:34]([F:36])([F:37])[F:35])=[CH:29][CH:28]=4)[N:23]=3)=[CH:20][CH:21]=2)=[C:5]([CH3:38])[CH:4]=1. The catalyst class is: 88. (4) Reactant: [Si:1]([O:8][C@H:9]1[C@H:13]([CH2:14][CH3:15])[NH:12][C:11](=[O:16])[CH2:10]1)([C:4]([CH3:7])([CH3:6])[CH3:5])([CH3:3])[CH3:2].[Cl:17][C:18]1[C:25]([CH3:26])=[C:24](I)[CH:23]=[CH:22][C:19]=1[C:20]#[N:21].C(=O)([O-])[O-].[Cs+].[Cs+].C1(P(C2C=CC=CC=2)C2C3OC4C(=CC=CC=4P(C4C=CC=CC=4)C4C=CC=CC=4)C(C)(C)C=3C=CC=2)C=CC=CC=1. Product: [Si:1]([O:8][C@@H:9]1[CH2:10][C:11](=[O:16])[N:12]([C:24]2[CH:23]=[CH:22][C:19]([C:20]#[N:21])=[C:18]([Cl:17])[C:25]=2[CH3:26])[C@H:13]1[CH2:14][CH3:15])([C:4]([CH3:7])([CH3:6])[CH3:5])([CH3:3])[CH3:2]. The catalyst class is: 110.